This data is from hERG Central: cardiac toxicity at 1µM, 10µM, and general inhibition. The task is: Predict hERG channel inhibition at various concentrations. (1) The molecule is C/C(=N/NC(=O)CN1CCN(S(=O)(=O)c2ccc(C)cc2)CC1)c1ccco1. Results: hERG_inhib (hERG inhibition (general)): blocker. (2) The compound is CCCNC(=O)OC[C@H]1O[C@H](CCO/N=C/C[C@@H]2C=C[C@H](OC(C)=O)[C@@H](COC(C)=O)O2)C=C[C@@H]1Oc1ccc(OC)cc1. Results: hERG_inhib (hERG inhibition (general)): blocker. (3) The molecule is OCC1(CCOc2ccccc2)CCN(CCCn2cccn2)CC1. Results: hERG_inhib (hERG inhibition (general)): blocker. (4) The molecule is CN1CCN(C2Cc3ccccc3Sc3cc(C(F)(F)F)ccc32)CC1.O=C(O)/C=C\C(=O)O. Results: hERG_inhib (hERG inhibition (general)): blocker. (5) Results: hERG_inhib (hERG inhibition (general)): blocker. The molecule is Cc1cccc(C)c1NC(=O)C1CCCN1S(=O)(=O)c1ccc(-c2ccc(=O)[nH]n2)s1. (6) The drug is COCCN1CN(S(=O)(=O)c2ccc(Cl)cc2)c2nc3ccccc3nc21. Results: hERG_inhib (hERG inhibition (general)): blocker. (7) The drug is O=C(c1ccc(Cl)cc1)C1CCCN(Cc2cccc3cccnc23)C1. Results: hERG_inhib (hERG inhibition (general)): blocker.